This data is from Full USPTO retrosynthesis dataset with 1.9M reactions from patents (1976-2016). The task is: Predict the reactants needed to synthesize the given product. Given the product [CH:17](=[N:10][NH:9][C:6]1[C:7]([F:8])=[C:2]([F:1])[C:3]([S:13]([NH2:16])(=[O:15])=[O:14])=[C:4]([F:12])[C:5]=1[F:11])[C:18]1[CH:23]=[CH:22][CH:21]=[CH:20][CH:19]=1, predict the reactants needed to synthesize it. The reactants are: [F:1][C:2]1[C:7]([F:8])=[C:6]([NH:9][NH2:10])[C:5]([F:11])=[C:4]([F:12])[C:3]=1[S:13]([NH2:16])(=[O:15])=[O:14].[CH:17](=O)[C:18]1[CH:23]=[CH:22][CH:21]=[CH:20][CH:19]=1.